Predict the product of the given reaction. From a dataset of Forward reaction prediction with 1.9M reactions from USPTO patents (1976-2016). (1) The product is: [OH:21][NH:20][C:1](=[NH:2])[C:3]1[CH:11]=[CH:10][CH:9]=[C:8]2[C:4]=1[CH2:5][N:6]([C:12]([O:14][C:15]([CH3:17])([CH3:16])[CH3:18])=[O:13])[CH2:7]2. Given the reactants [C:1]([C:3]1[CH:11]=[CH:10][CH:9]=[C:8]2[C:4]=1[CH2:5][N:6]([C:12]([O:14][C:15]([CH3:18])([CH3:17])[CH3:16])=[O:13])[CH2:7]2)#[N:2].Cl.[NH2:20][OH:21].C(=O)(O)[O-].[Na+], predict the reaction product. (2) The product is: [CH2:1]([O:7][CH2:8][CH2:9][CH2:10][CH2:11][CH2:12][CH2:13][CH2:14][CH2:15][NH:27][C:28]1[CH:29]=[N:30][C:31]2[C:36]([CH:37]=1)=[CH:35][CH:34]=[CH:33][CH:32]=2)[CH2:2][CH2:3][CH2:4][CH2:5][CH3:6]. Given the reactants [CH2:1]([O:7][CH2:8][CH2:9][CH2:10][CH2:11][CH2:12][CH2:13][CH2:14][CH2:15]NC1C=C2C(=CC=1)N=CC=C2)[CH2:2][CH2:3][CH2:4][CH2:5][CH3:6].[NH2:27][C:28]1[CH:29]=[N:30][C:31]2[C:36]([CH:37]=1)=[CH:35][CH:34]=[CH:33][CH:32]=2, predict the reaction product. (3) Given the reactants [CH3:1][N:2]1[C:7](=[O:8])[C:6]([NH:9][C:10]2[CH:15]=[CH:14][C:13]([N:16]3[CH2:21][CH2:20][N:19]([CH:22]4[CH2:25][O:24][CH2:23]4)[CH2:18][CH2:17]3)=[CH:12][N:11]=2)=[CH:5][C:4]([C:26]2[CH:33]=[N:32][CH:31]=[C:30]([N:34]3[CH:46]=[CH:45][N:37]4[C:38]5[CH2:39][CH2:40][CH2:41][CH2:42][C:43]=5[CH:44]=[C:36]4[C:35]3=[O:47])[C:27]=2[CH:28]=[O:29])=[CH:3]1.[BH4-].[Na+], predict the reaction product. The product is: [OH:29][CH2:28][C:27]1[C:26]([C:4]2[CH:5]=[C:6]([NH:9][C:10]3[CH:15]=[CH:14][C:13]([N:16]4[CH2:17][CH2:18][N:19]([CH:22]5[CH2:25][O:24][CH2:23]5)[CH2:20][CH2:21]4)=[CH:12][N:11]=3)[C:7](=[O:8])[N:2]([CH3:1])[CH:3]=2)=[CH:33][N:32]=[CH:31][C:30]=1[N:34]1[CH:46]=[CH:45][N:37]2[C:38]3[CH2:39][CH2:40][CH2:41][CH2:42][C:43]=3[CH:44]=[C:36]2[C:35]1=[O:47]. (4) Given the reactants [C:1]([O:8][CH2:9][CH3:10])(=[O:7])/[CH:2]=[CH:3]/[C:4]([O-:6])=O.[C:11]([NH:34][CH2:35][CH2:36][NH:37]C(=O)/C=C/C(OC)=O)(=[O:33])[CH2:12][CH2:13]/[CH:14]=[CH:15]\[CH2:16]/[CH:17]=[CH:18]\[CH2:19]/[CH:20]=[CH:21]\[CH2:22]/[CH:23]=[CH:24]\[CH2:25]/[CH:26]=[CH:27]\[CH2:28]/[CH:29]=[CH:30]\[CH2:31][CH3:32], predict the reaction product. The product is: [C:11]([NH:34][CH2:35][CH2:36][NH:37][C:4](=[O:6])/[CH:3]=[CH:2]/[C:1]([O:8][CH2:9][CH3:10])=[O:7])(=[O:33])[CH2:12][CH2:13]/[CH:14]=[CH:15]\[CH2:16]/[CH:17]=[CH:18]\[CH2:19]/[CH:20]=[CH:21]\[CH2:22]/[CH:23]=[CH:24]\[CH2:25]/[CH:26]=[CH:27]\[CH2:28]/[CH:29]=[CH:30]\[CH2:31][CH3:32]. (5) Given the reactants [CH3:1][C:2]1([CH3:21])[CH:11]([N:12]2[C:16]([C:17]([OH:19])=[O:18])=[CH:15][N:14]=[CH:13]2)[C:10]2[C:5](=[CH:6][CH:7]=[CH:8][CH:9]=2)[C:4](=[O:20])[O:3]1.CN(C)C=O.C(Cl)(=O)C(Cl)=O.[CH:33](O)([CH3:35])[CH3:34], predict the reaction product. The product is: [CH:33]([O:18][C:17]([C:16]1[N:12]([CH:11]2[C:10]3[C:5](=[CH:6][CH:7]=[CH:8][CH:9]=3)[C:4](=[O:20])[O:3][C:2]2([CH3:21])[CH3:1])[CH:13]=[N:14][CH:15]=1)=[O:19])([CH3:35])[CH3:34]. (6) Given the reactants [C:1]([SiH2:5][O:6][C:7]([CH3:46])([CH3:45])[C@@H:8]1[O:12][C:11]([CH3:14])([CH3:13])[O:10][C@@H:9]1[CH2:15][O:16][C:17]1[CH:18]=[C:19]2[C:39](=[CH:40][CH:41]=1)[C:38](=[O:42])[C:22]1[C:23]3[CH:29]=[CH:28][C:27](OS(C(F)(F)F)(=O)=O)=[CH:26][C:24]=3[O:25][C:21]=1[C:20]2([CH3:44])[CH3:43])([CH3:4])([CH3:3])[CH3:2].C(OCC)(=O)C.[CH3:53][N:54](C=O)C, predict the reaction product. The product is: [C:1]([SiH2:5][O:6][C:7]([CH3:45])([CH3:46])[C@@H:8]1[O:12][C:11]([CH3:13])([CH3:14])[O:10][C@@H:9]1[CH2:15][O:16][C:17]1[CH:18]=[C:19]2[C:39](=[CH:40][CH:41]=1)[C:38](=[O:42])[C:22]1[C:23]3[CH:29]=[CH:28][C:27]([C:53]#[N:54])=[CH:26][C:24]=3[O:25][C:21]=1[C:20]2([CH3:44])[CH3:43])([CH3:2])([CH3:3])[CH3:4].